From a dataset of Retrosynthesis with 50K atom-mapped reactions and 10 reaction types from USPTO. Predict the reactants needed to synthesize the given product. (1) Given the product O=C1CCC(O)(c2ccccn2)CC1, predict the reactants needed to synthesize it. The reactants are: OC1(c2ccccn2)CCC2(CC1)OCCO2. (2) The reactants are: COc1cc2ncnc(Oc3ccc4[nH]ccc4c3F)c2cc1OCC1CCN(C(=O)OC(C)(C)C)CC1. Given the product COc1cc2ncnc(Oc3ccc4[nH]ccc4c3F)c2cc1OCC1CCNCC1, predict the reactants needed to synthesize it. (3) Given the product Cc1c(Cc2ccccc2S(=O)(=O)N2CCCC2)c2c(n1CC(=O)O)CC(C)(C)C(F)(F)C2, predict the reactants needed to synthesize it. The reactants are: Cc1c(Cc2ccccc2S(=O)(=O)N2CCCC2)c2c(n1CC(=O)O)CC(C)(C)C(F)(F)C2=O. (4) Given the product COC(=O)c1ccccc1Nc1ccccc1, predict the reactants needed to synthesize it. The reactants are: COC(=O)c1ccccc1OS(=O)(=O)C(F)(F)F.Nc1ccccc1.